Dataset: Full USPTO retrosynthesis dataset with 1.9M reactions from patents (1976-2016). Task: Predict the reactants needed to synthesize the given product. (1) The reactants are: C[O:2][C:3]([C:5]1[N:6]=[C:7]([CH:11]([NH:14][C:15]([C:17]2[C:18]3[CH:25]=[N:24][N:23]([C:26]4[CH:31]=[CH:30][C:29]([F:32])=[CH:28][CH:27]=4)[C:19]=3[CH:20]=[N:21][CH:22]=2)=[O:16])[CH2:12][CH3:13])[O:8][C:9]=1[CH3:10])=[O:4].O[Li].O.Cl. Given the product [F:32][C:29]1[CH:28]=[CH:27][C:26]([N:23]2[C:19]3[CH:20]=[N:21][CH:22]=[C:17]([C:15]([NH:14][CH:11]([C:7]4[O:8][C:9]([CH3:10])=[C:5]([C:3]([OH:4])=[O:2])[N:6]=4)[CH2:12][CH3:13])=[O:16])[C:18]=3[CH:25]=[N:24]2)=[CH:31][CH:30]=1, predict the reactants needed to synthesize it. (2) Given the product [C:2]([CH2:4][C:24]([O-:26])=[O:25])([C:1]([OH:6])=[O:5])=[O:3].[NH2:27][C@H:28]([C:33]([O-:35])=[O:34])[CH2:29][CH2:30][C:38]([O-:40])=[O:39], predict the reactants needed to synthesize it. The reactants are: [C:1]([O-:6])(=[O:5])[C:2]([CH3:4])=[O:3].[N+](C1C=C([N+]([O-])=O)C=CC=1NN)([O-])=O.N[C@H]([C:24]([OH:26])=[O:25])C.[NH2:27][C@H:28]([C:33]([O-:35])=[O:34])[CH2:29][C:30]([O-])=O.O=C(CCC([O-])=O)[C:38]([O-:40])=[O:39]. (3) Given the product [O:27]=[C:21]([NH:12][NH:11][C:9](=[O:10])[CH2:8][CH2:7][C:1]1[CH:6]=[CH:5][CH:4]=[CH:3][CH:2]=1)[C:22]([O:24][CH2:25][CH3:26])=[O:23], predict the reactants needed to synthesize it. The reactants are: [C:1]1([CH2:7][CH2:8][C:9]([NH:11][NH2:12])=[O:10])[CH:6]=[CH:5][CH:4]=[CH:3][CH:2]=1.C(N(CC)CC)C.Cl[C:21](=[O:27])[C:22]([O:24][CH2:25][CH3:26])=[O:23].